From a dataset of Full USPTO retrosynthesis dataset with 1.9M reactions from patents (1976-2016). Predict the reactants needed to synthesize the given product. (1) Given the product [C:10]([O:7][CH:6]1[O:9][C:1](=[O:8])[C:2]([Cl:3])=[C:4]1[Cl:5])(=[O:12])[CH3:11], predict the reactants needed to synthesize it. The reactants are: [C:1]([OH:9])(=[O:8])/[C:2](=[C:4](\[CH:6]=[O:7])/[Cl:5])/[Cl:3].[C:10](OC(=O)C)(=[O:12])[CH3:11]. (2) Given the product [Cl:1][C:2]1[N:3]=[N:4][C:5]([I:11])=[C:6]([CH3:9])[C:7]=1[CH3:8], predict the reactants needed to synthesize it. The reactants are: [Cl:1][C:2]1[N:3]=[N:4][C:5](Cl)=[C:6]([CH3:9])[C:7]=1[CH3:8].[I-:11].[Na+].I.C(=O)([O-])[O-].[Na+].[Na+].[O-]S([O-])(=S)=O.[Na+].[Na+]. (3) Given the product [CH3:42][O:41][C:38]1[CH:39]=[CH:40][C:35]([CH2:34][N:24]([CH2:25][C:26]2[CH:27]=[CH:28][C:29]([O:32][CH3:33])=[CH:30][CH:31]=2)[C:19]2[N:20]=[C:21]([CH3:23])[N:22]=[C:17]([C:16]3[CH:15]=[C:14]([CH2:43][N:44]4[CH2:49][CH2:48][N:47]([C:54]([N:53]([CH:50]([CH3:52])[CH3:51])[CH3:62])=[O:55])[CH2:46][CH2:45]4)[CH:13]=[N:12][C:11]=3[NH:10][C:4]3[CH:5]=[N:6][C:7]([O:8][CH3:9])=[C:2]([F:1])[CH:3]=3)[N:18]=2)=[CH:36][CH:37]=1, predict the reactants needed to synthesize it. The reactants are: [F:1][C:2]1[CH:3]=[C:4]([NH:10][C:11]2[C:16]([C:17]3[N:22]=[C:21]([CH3:23])[N:20]=[C:19]([N:24]([CH2:34][C:35]4[CH:40]=[CH:39][C:38]([O:41][CH3:42])=[CH:37][CH:36]=4)[CH2:25][C:26]4[CH:31]=[CH:30][C:29]([O:32][CH3:33])=[CH:28][CH:27]=4)[N:18]=3)=[CH:15][C:14]([CH2:43][N:44]3[CH2:49][CH2:48][NH:47][CH2:46][CH2:45]3)=[CH:13][N:12]=2)[CH:5]=[N:6][C:7]=1[O:8][CH3:9].[CH:50]([N:53]([CH3:62])[C:54](N1C=C[N+](C)=C1)=[O:55])([CH3:52])[CH3:51].C(Cl)Cl.C(N(CC)CC)C. (4) Given the product [N:20]1([C:15]2[NH:16][C:17](=[O:18])[C:12]([C:10]3[S:11][C:7]4[CH:6]=[CH:5][C:4]([C:1]([NH2:2])=[O:3])=[CH:40][C:8]=4[N:9]=3)=[C:13]([NH:26][C@@H:27]3[CH2:32][CH2:31][CH2:30][NH:29][CH2:28]3)[N:14]=2)[CH2:21][CH2:22][O:23][CH2:24][CH2:25]1, predict the reactants needed to synthesize it. The reactants are: [C:1]([C:4]1[CH:5]=[CH:6][C:7]2[S:11][C:10]([C:12]3[C:13]([NH:26][C@@H:27]4[CH2:32][CH2:31][CH2:30][N:29](C(OC(C)(C)C)=O)[CH2:28]4)=[N:14][C:15]([N:20]4[CH2:25][CH2:24][O:23][CH2:22][CH2:21]4)=[N:16][C:17]=3[O:18]C)=[N:9][C:8]=2[CH:40]=1)(=[O:3])[NH2:2].Cl. (5) Given the product [F:19][C:13]1[CH:14]=[CH:15][CH:16]=[C:17]([F:18])[C:12]=1[CH:7]1[CH2:6][O:5][C:4]2[CH:3]=[C:2]([B:20]3[O:24][C:23]([CH3:26])([CH3:25])[C:22]([CH3:28])([CH3:27])[O:21]3)[CH:11]=[N:10][C:9]=2[NH:8]1, predict the reactants needed to synthesize it. The reactants are: Br[C:2]1[CH:11]=[N:10][C:9]2[NH:8][CH:7]([C:12]3[C:17]([F:18])=[CH:16][CH:15]=[CH:14][C:13]=3[F:19])[CH2:6][O:5][C:4]=2[CH:3]=1.[B:20]1([B:20]2[O:24][C:23]([CH3:26])([CH3:25])[C:22]([CH3:28])([CH3:27])[O:21]2)[O:24][C:23]([CH3:26])([CH3:25])[C:22]([CH3:28])([CH3:27])[O:21]1.CC([O-])=O.[K+].CCOC(C)=O.CCCCCC. (6) Given the product [OH:12][CH:11]([C:9]1[CH:8]=[CH:7][C:6]2[B:2]([OH:1])[O:3][CH2:4][C:5]=2[CH:10]=1)[C:13]1[CH:14]=[CH:15][C:16]([C:17]#[N:18])=[CH:19][CH:20]=1, predict the reactants needed to synthesize it. The reactants are: [OH:1][B:2]1[C:6]2[CH:7]=[CH:8][C:9]([C:11]([C:13]3[CH:20]=[CH:19][C:16]([C:17]#[N:18])=[CH:15][CH:14]=3)=[O:12])=[CH:10][C:5]=2[CH2:4][O:3]1.[BH4-].[Na+].Cl.